Task: Predict the product of the given reaction.. Dataset: Forward reaction prediction with 1.9M reactions from USPTO patents (1976-2016) Given the reactants C(OC([NH:8][CH2:9][CH2:10][CH2:11][CH3:12])=O)(C)(C)C.[NH2:13][CH2:14][CH2:15][C:16]1[CH:21]=[CH:20][C:19]([OH:22])=[CH:18][CH:17]=1.[O:23]1CCCC1, predict the reaction product. The product is: [NH2:8][CH2:9][CH2:10][CH2:11][C:12]([NH:13][CH2:14][CH2:15][C:16]1[CH:21]=[CH:20][C:19]([OH:22])=[CH:18][CH:17]=1)=[O:23].